Predict which catalyst facilitates the given reaction. From a dataset of Catalyst prediction with 721,799 reactions and 888 catalyst types from USPTO. (1) Reactant: [Cl:1][CH2:2][C:3]1[CH:8]=[CH:7][C:6]([CH2:9][OH:10])=[CH:5][CH:4]=1. Product: [Cl:1][CH2:2][C:3]1[CH:8]=[CH:7][C:6]([CH:9]=[O:10])=[CH:5][CH:4]=1. The catalyst class is: 177. (2) Reactant: C([O-])(O)=O.[Na+].C([O-])(=O)C.[C:10]([C:12]1[CH:17]=[CH:16][C:15]([N:18]2[C:22]([C:23]3[CH:24]=[C:25]([C:41]([NH:43][CH2:44][CH2:45][CH2:46][N+:47]([CH3:50])([CH3:49])[CH3:48])=[O:42])[C:26](=[O:40])[N:27]([C:30]4[CH:35]=[CH:34][CH:33]=[C:32]([C:36]([F:39])([F:38])[F:37])[CH:31]=4)[C:28]=3[CH3:29])=[CH:21][CH:20]=[N:19]2)=[CH:14][CH:13]=1)#[N:11].[C:51]1([S:57]([OH:60])(=[O:59])=[O:58])[CH:56]=[CH:55][CH:54]=[CH:53][CH:52]=1.C(OCC)C. Product: [C:51]1([S:57]([O-:60])(=[O:59])=[O:58])[CH:56]=[CH:55][CH:54]=[CH:53][CH:52]=1.[C:10]([C:12]1[CH:13]=[CH:14][C:15]([N:18]2[C:22]([C:23]3[CH:24]=[C:25]([C:41]([NH:43][CH2:44][CH2:45][CH2:46][N+:47]([CH3:49])([CH3:48])[CH3:50])=[O:42])[C:26](=[O:40])[N:27]([C:30]4[CH:35]=[CH:34][CH:33]=[C:32]([C:36]([F:39])([F:38])[F:37])[CH:31]=4)[C:28]=3[CH3:29])=[CH:21][CH:20]=[N:19]2)=[CH:16][CH:17]=1)#[N:11]. The catalyst class is: 5. (3) Reactant: [C:1]([O:5][C:6]([N:8]([CH2:36][C@@H:37]([C:39]1[CH:44]=[CH:43][CH:42]=[C:41]([Cl:45])[CH:40]=1)[OH:38])[CH2:9][CH2:10][C:11]1[CH:16]=[CH:15][C:14]([S:17]([C:20]2[CH:25]=[CH:24][C:23]([C:26]3[CH:31]=[CH:30][CH:29]=[C:28]([C:32]([O:34]C)=[O:33])[CH:27]=3)=[CH:22][CH:21]=2)(=[O:19])=[O:18])=[CH:13][CH:12]=1)=[O:7])([CH3:4])([CH3:3])[CH3:2].[OH-].[Na+].Cl. Product: [C:1]([O:5][C:6]([N:8]([CH2:36][C@@H:37]([C:39]1[CH:44]=[CH:43][CH:42]=[C:41]([Cl:45])[CH:40]=1)[OH:38])[CH2:9][CH2:10][C:11]1[CH:12]=[CH:13][C:14]([S:17]([C:20]2[CH:25]=[CH:24][C:23]([C:26]3[CH:31]=[CH:30][CH:29]=[C:28]([C:32]([OH:34])=[O:33])[CH:27]=3)=[CH:22][CH:21]=2)(=[O:19])=[O:18])=[CH:15][CH:16]=1)=[O:7])([CH3:4])([CH3:2])[CH3:3]. The catalyst class is: 12. (4) Reactant: [C:1]([O:5][C:6]([N:8]1[C:16]2[C:11](=[C:12]([CH3:18])[C:13]([OH:17])=[CH:14][CH:15]=2)[CH2:10][CH2:9]1)=[O:7])([CH3:4])([CH3:3])[CH3:2].Cl[CH2:20][C:21]1[CH:26]=[CH:25][C:24]([CH:27]2[CH2:30][CH2:29][CH2:28]2)=[C:23]([C:31]([F:34])([F:33])[F:32])[CH:22]=1.C(=O)([O-])[O-].[K+].[K+].C(=O)(O)[O-].[Na+]. Product: [C:1]([O:5][C:6]([N:8]1[C:16]2[C:11](=[C:12]([CH3:18])[C:13]([O:17][CH2:20][C:21]3[CH:26]=[CH:25][C:24]([CH:27]4[CH2:28][CH2:29][CH2:30]4)=[C:23]([C:31]([F:32])([F:33])[F:34])[CH:22]=3)=[CH:14][CH:15]=2)[CH2:10][CH2:9]1)=[O:7])([CH3:4])([CH3:3])[CH3:2]. The catalyst class is: 4.